Dataset: Experimental lipophilicity measurements (octanol/water distribution) for 4,200 compounds from AstraZeneca. Task: Regression/Classification. Given a drug SMILES string, predict its absorption, distribution, metabolism, or excretion properties. Task type varies by dataset: regression for continuous measurements (e.g., permeability, clearance, half-life) or binary classification for categorical outcomes (e.g., BBB penetration, CYP inhibition). For this dataset (lipophilicity_astrazeneca), we predict Y. (1) The compound is CN[C@@H](C)C(=O)N[C@H](C(=O)N[C@H]1CCCN(C(=O)Cc2ccccc2)C1)C1CCCCC1. The Y is 1.32 logD. (2) The drug is O=C(Nc1ccccn1)c1ccccc1. The Y is 2.20 logD. (3) The drug is CN(C)CCCN1c2ccccc2Sc2ccc(C(F)(F)F)cc21. The Y is 3.59 logD. (4) The molecule is Cc1nn(-c2ccc(F)cc2)c(NS(=O)(=O)c2ccc(C(F)(F)F)cc2)c1C(=O)N[C@@H](C)C(C)(C)C. The Y is 2.35 logD. (5) The molecule is Nc1nc(Nc2ccc(S(N)(=O)=O)cc2)nn1C(=O)c1c(F)cccc1F. The Y is 1.87 logD. (6) The molecule is Cc1cc(Nc2nc(NCc3ccccn3)ncc2Br)n[nH]1. The Y is 2.80 logD. (7) The molecule is COc1ccc(-c2coc3cc(O)cc(O)c3c2=O)cc1. The Y is 3.50 logD.